From a dataset of Forward reaction prediction with 1.9M reactions from USPTO patents (1976-2016). Predict the product of the given reaction. (1) Given the reactants [C:1](#[N:8])[CH2:2][CH2:3][CH2:4][CH2:5][C:6]#[N:7].[CH2:9]([NH2:12])[CH2:10][CH3:11], predict the reaction product. The product is: [C:6]([CH2:5][CH2:4][CH2:3][CH2:2][CH2:1][N:8]([CH2:4][CH2:5][CH3:6])[CH2:1][CH2:2][CH2:3][CH2:11][CH2:10][C:9]#[N:12])#[N:7]. (2) Given the reactants Br[C:2]1[CH:3]=[C:4]([NH:8][CH2:9][CH:10]2[CH2:15][CH2:14][O:13][CH2:12][CH2:11]2)[CH:5]=[N:6][CH:7]=1.[Cl:16][C:17]1[C:18](B(O)O)=[CH:19][C:20]([F:23])=[N:21][CH:22]=1.C(Cl)Cl.C(=O)([O-])[O-].[Na+].[Na+], predict the reaction product. The product is: [Cl:16][C:17]1[C:18]([C:2]2[CH:7]=[N:6][CH:5]=[C:4]([NH:8][CH2:9][CH:10]3[CH2:15][CH2:14][O:13][CH2:12][CH2:11]3)[CH:3]=2)=[CH:19][C:20]([F:23])=[N:21][CH:22]=1. (3) Given the reactants CC1NC(C2C=C(C=CC=2C)C(O)=O)=C(C)N=1.I[C:19]1[NH:23][C:22]([CH:24]2[CH2:28][CH2:27][CH2:26][O:25]2)=[N:21][C:20]=1[CH3:29].IC1NC(C)=NC=1C.[CH3:38][C:39]1[CH:48]=[C:47]([CH3:49])[C:46](B2OC(C)(C)C(C)(C)O2)=[CH:45][C:40]=1[C:41]([O:43]C)=[O:42].CC1C=CC(C(OC)=O)=CC=1B1OC(C)(C)C(C)(C)O1, predict the reaction product. The product is: [CH3:38][C:39]1[CH:48]=[C:47]([CH3:49])[C:46]([C:19]2[NH:23][C:22]([CH:24]3[CH2:28][CH2:27][CH2:26][O:25]3)=[N:21][C:20]=2[CH3:29])=[CH:45][C:40]=1[C:41]([OH:43])=[O:42]. (4) Given the reactants F[C:2]1[C:7]([F:8])=[CH:6][C:5]([C:9]2[O:10][C:11]([C:14]3[C:15]([C:20]4[CH:25]=[CH:24][CH:23]=[CH:22][CH:21]=4)=[N:16][O:17][C:18]=3[CH3:19])=[N:12][N:13]=2)=[C:4]([O:26][CH3:27])[CH:3]=1.[CH3:28][S:29][CH2:30][CH2:31][NH2:32], predict the reaction product. The product is: [F:8][C:7]1[CH:6]=[C:5]([C:9]2[O:10][C:11]([C:14]3[C:15]([C:20]4[CH:21]=[CH:22][CH:23]=[CH:24][CH:25]=4)=[N:16][O:17][C:18]=3[CH3:19])=[N:12][N:13]=2)[C:4]([O:26][CH3:27])=[CH:3][C:2]=1[NH:32][CH2:31][CH2:30][S:29][CH3:28]. (5) Given the reactants CO[C:3](=[O:38])[C:4]1[CH:9]=[CH:8][CH:7]=[CH:6][C:5]=1[S:10](=[O:37])(=[O:36])[NH:11][C@H:12]([C:29]([O:31][C:32]([CH3:35])([CH3:34])[CH3:33])=[O:30])[CH2:13][NH:14][C:15](=[O:28])[C:16]1[CH:21]=[CH:20][C:19]([CH2:22][CH2:23][C:24](OC)=[O:25])=[CH:18][CH:17]=1.[NH2:39][C:40]1[NH:41][CH2:42][CH2:43][CH2:44][N:45]=1, predict the reaction product. The product is: [C:32]([O:31][C:29](=[O:30])[C@@H:12]([NH:11][S:10]([C:5]1[CH:6]=[CH:7][CH:8]=[CH:9][C:4]=1[C:3](=[O:38])[NH:39][C:40]1[NH:45][CH2:44][CH2:43][CH2:42][N:41]=1)(=[O:37])=[O:36])[CH2:13][NH:14][C:15](=[O:28])[C:16]1[CH:21]=[CH:20][C:19]([CH2:22][CH2:23][C:24](=[O:25])[NH:39][C:40]2[NH:45][CH2:44][CH2:43][CH2:42][N:41]=2)=[CH:18][CH:17]=1)([CH3:35])([CH3:34])[CH3:33]. (6) Given the reactants Cl[C:2]1[CH:7]=[C:6]([O:8][C:9]2[CH:14]=[CH:13][C:12]([NH:15][C:16]([NH:18][C:19]3[CH:24]=[CH:23][C:22]([Cl:25])=[C:21]([C:26]([F:29])([F:28])[F:27])[CH:20]=3)=[O:17])=[CH:11][CH:10]=2)[N:5]=[CH:4][N:3]=1.[NH3:30], predict the reaction product. The product is: [NH2:30][C:2]1[CH:7]=[C:6]([O:8][C:9]2[CH:14]=[CH:13][C:12]([NH:15][C:16]([NH:18][C:19]3[CH:24]=[CH:23][C:22]([Cl:25])=[C:21]([C:26]([F:29])([F:28])[F:27])[CH:20]=3)=[O:17])=[CH:11][CH:10]=2)[N:5]=[CH:4][N:3]=1. (7) Given the reactants ClS(C1C=CC(C(O)=O)=CC=1)(=O)=O.C(N1CCNCC1)C.[Cl:22][C:23]1[CH:29]=[CH:28][C:26]([NH2:27])=[CH:25][C:24]=1[C:30]1[CH:35]=[CH:34][CH:33]=[CH:32][N:31]=1.[CH2:36]([N:38]1[CH2:43][CH2:42][N:41]([S:44]([C:47]2[CH:55]=[CH:54][C:50]([C:51](O)=[O:52])=[CH:49][CH:48]=2)(=[O:46])=[O:45])[CH2:40][CH2:39]1)[CH3:37], predict the reaction product. The product is: [Cl:22][C:23]1[CH:29]=[CH:28][C:26]([NH:27][C:51](=[O:52])[C:50]2[CH:54]=[CH:55][C:47]([S:44]([N:41]3[CH2:40][CH2:39][N:38]([CH2:36][CH3:37])[CH2:43][CH2:42]3)(=[O:46])=[O:45])=[CH:48][CH:49]=2)=[CH:25][C:24]=1[C:30]1[CH:35]=[CH:34][CH:33]=[CH:32][N:31]=1. (8) Given the reactants [Cl:1][C:2]1[CH:24]=[C:23](C#N)[CH:22]=[C:21]([Cl:27])[C:3]=1[C:4]([N:6]1[C:14]2[CH:13]=[C:12]([NH:15][C:16]([CH:18]3[CH2:20][CH2:19]3)=[O:17])[N:11]=[CH:10][C:9]=2[CH:8]=[CH:7]1)=[O:5].N1C2C=C(N(C(C)(CC(C)(C)C)C)C(C3CC3)=O)N=CC=2C=C1.C(C1C=C(Cl)C(C(Cl)=O)=C(Cl)C=1)#N, predict the reaction product. The product is: [Cl:27][C:21]1[CH:22]=[CH:23][CH:24]=[C:2]([Cl:1])[C:3]=1[C:4]([N:6]1[C:14]2[CH:13]=[C:12]([NH:15][C:16]([CH:18]3[CH2:19][CH2:20]3)=[O:17])[N:11]=[CH:10][C:9]=2[CH:8]=[CH:7]1)=[O:5].